Predict the reactants needed to synthesize the given product. From a dataset of Full USPTO retrosynthesis dataset with 1.9M reactions from patents (1976-2016). Given the product [CH:1]1([O:35][C:34](=[O:36])[C@H:33]([NH:37][C:38]([O:40][CH2:41][CH:42]2[C:43]3[CH:44]=[CH:45][CH:46]=[CH:47][C:48]=3[C:49]3[C:54]2=[CH:53][CH:52]=[CH:51][CH:50]=3)=[O:39])[CH2:32][S:31][C:27]([CH3:30])([CH3:28])[CH3:29])[CH2:5][CH2:4][CH2:3][CH2:2]1, predict the reactants needed to synthesize it. The reactants are: [CH:1]1(OC(=O)[C@@H](NC(OCC2C=CC=CC=2)=O)COC(C)(C)C)[CH2:5][CH2:4][CH2:3][CH2:2]1.[C:27]([S:31][CH2:32][C@@H:33]([NH:37][C:38]([O:40][CH2:41][CH:42]1[C:54]2[CH:53]=[CH:52][CH:51]=[CH:50][C:49]=2[C:48]2[C:43]1=[CH:44][CH:45]=[CH:46][CH:47]=2)=[O:39])[C:34]([OH:36])=[O:35])([CH3:30])([CH3:29])[CH3:28].